Predict which catalyst facilitates the given reaction. From a dataset of Catalyst prediction with 721,799 reactions and 888 catalyst types from USPTO. (1) Reactant: Cl[CH2:2][C:3]([NH:6][C:7]([NH:9][C:10]1[CH:11]=[N:12][CH:13]=[CH:14][C:15]=1[CH3:16])=[O:8])([CH3:5])[CH3:4].[H-].[Na+].CO. Product: [CH3:2][C:3]1([CH3:5])[CH2:4][N:9]([C:10]2[CH:11]=[N:12][CH:13]=[CH:14][C:15]=2[CH3:16])[C:7](=[O:8])[NH:6]1. The catalyst class is: 396. (2) Reactant: [OH-].[Na+].[Cl:3][C:4]1[C:9]([C@@H:10]2[CH2:12][C@H:11]2[C:13]([O:15]CC)=[O:14])=[CH:8][CH:7]=[C:6]([C:18]2[CH:23]=[CH:22][CH:21]=[C:20]([C:24]([F:27])([F:26])[F:25])[CH:19]=2)[N:5]=1. Product: [Cl:3][C:4]1[C:9]([C@@H:10]2[CH2:12][C@H:11]2[C:13]([OH:15])=[O:14])=[CH:8][CH:7]=[C:6]([C:18]2[CH:23]=[CH:22][CH:21]=[C:20]([C:24]([F:25])([F:26])[F:27])[CH:19]=2)[N:5]=1. The catalyst class is: 5. (3) Reactant: [Cl:1][C:2]1[CH:3]=[C:4]([CH:8]=[CH:9][C:10]=1[N:11]1[CH2:16][CH2:15][N:14]([C:17]2[N:22]=[CH:21][C:20]([C:23]3[CH:28]=[CH:27][CH:26]=[C:25]([CH2:29][N:30]([C:32](=[O:35])[CH2:33][NH2:34])[CH3:31])[CH:24]=3)=[CH:19][N:18]=2)[CH2:13][CH2:12]1)[C:5]([OH:7])=[O:6].O.[C:37]([OH:44])(=[O:43])/[CH:38]=[CH:39]/[C:40]([OH:42])=[O:41]. The catalyst class is: 1. Product: [C:37]([OH:44])(=[O:43])/[CH:38]=[CH:39]/[C:40]([OH:42])=[O:41].[Cl:1][C:2]1[CH:3]=[C:4]([CH:8]=[CH:9][C:10]=1[N:11]1[CH2:16][CH2:15][N:14]([C:17]2[N:18]=[CH:19][C:20]([C:23]3[CH:28]=[CH:27][CH:26]=[C:25]([CH2:29][N:30]([C:32](=[O:35])[CH2:33][NH2:34])[CH3:31])[CH:24]=3)=[CH:21][N:22]=2)[CH2:13][CH2:12]1)[C:5]([OH:7])=[O:6].[Cl:1][C:2]1[CH:3]=[C:4]([CH:8]=[CH:9][C:10]=1[N:11]1[CH2:16][CH2:15][N:14]([C:17]2[N:18]=[CH:19][C:20]([C:23]3[CH:28]=[CH:27][CH:26]=[C:25]([CH2:29][N:30]([CH3:31])[C:32](=[O:35])[CH2:33][NH2:34])[CH:24]=3)=[CH:21][N:22]=2)[CH2:13][CH2:12]1)[C:5]([OH:7])=[O:6]. (4) Reactant: [NH2:1][C:2]([CH3:26])([CH3:25])[C:3]([NH:5][C:6]1[N:10]=[C:9]([C:11]2[CH:16]=[CH:15][C:14]([F:17])=[CH:13][CH:12]=2)[N:8]([CH2:18][C:19]2[CH:24]=[CH:23][CH:22]=[CH:21][CH:20]=2)[N:7]=1)=[O:4].[CH3:27][N:28]1[CH2:32][CH2:31][CH2:30][C@H:29]1[C:33](O)=[O:34].CN(C(ON1N=NC2C=CC=NC1=2)=[N+](C)C)C.F[P-](F)(F)(F)(F)F.C(N(CC)CC)C. Product: [CH2:18]([N:8]1[C:9]([C:11]2[CH:16]=[CH:15][C:14]([F:17])=[CH:13][CH:12]=2)=[N:10][C:6]([NH:5][C:3]([C:2]([NH:1][C:33]([C@@H:29]2[CH2:30][CH2:31][CH2:32][N:28]2[CH3:27])=[O:34])([CH3:26])[CH3:25])=[O:4])=[N:7]1)[C:19]1[CH:24]=[CH:23][CH:22]=[CH:21][CH:20]=1. The catalyst class is: 34.